From a dataset of Peptide-MHC class I binding affinity with 185,985 pairs from IEDB/IMGT. Regression. Given a peptide amino acid sequence and an MHC pseudo amino acid sequence, predict their binding affinity value. This is MHC class I binding data. (1) The peptide sequence is NGNFNFERV. The MHC is HLA-B39:01 with pseudo-sequence HLA-B39:01. The binding affinity (normalized) is 0.0847. (2) The peptide sequence is ELYPTVNTY. The MHC is HLA-A29:02 with pseudo-sequence HLA-A29:02. The binding affinity (normalized) is 0.630. (3) The peptide sequence is FAEGVIAFL. The MHC is HLA-A01:01 with pseudo-sequence HLA-A01:01. The binding affinity (normalized) is 0.0847. (4) The binding affinity (normalized) is 0.528. The peptide sequence is YQHLHTAPK. The MHC is HLA-A03:01 with pseudo-sequence HLA-A03:01. (5) The peptide sequence is AFVRFSTDK. The MHC is HLA-A02:02 with pseudo-sequence HLA-A02:02. The binding affinity (normalized) is 0. (6) The peptide sequence is LYKTIVNIW. The MHC is HLA-B38:01 with pseudo-sequence HLA-B38:01. The binding affinity (normalized) is 0.0847.